This data is from Catalyst prediction with 721,799 reactions and 888 catalyst types from USPTO. The task is: Predict which catalyst facilitates the given reaction. (1) Reactant: [CH3:1][O:2][C:3](=[O:13])[CH2:4][C:5]1[CH:10]=[C:9]([OH:11])[CH:8]=[C:7]([OH:12])[CH:6]=1.C([O-])([O-])=O.[K+].[K+].[CH2:20](Br)[C:21]1[CH:26]=[CH:25][CH:24]=[CH:23][CH:22]=1.O. Product: [CH3:1][O:2][C:3](=[O:13])[CH2:4][C:5]1[CH:10]=[C:9]([O:11][CH2:20][C:21]2[CH:26]=[CH:25][CH:24]=[CH:23][CH:22]=2)[CH:8]=[C:7]([O:12][CH2:4][C:5]2[CH:10]=[CH:9][CH:8]=[CH:7][CH:6]=2)[CH:6]=1. The catalyst class is: 3. (2) Product: [F:7][C:8]1[CH2:13][CH2:12][CH:11]([CH2:14][OH:15])[CH2:10][CH:9]=1. Reactant: [H-].[Al+3].[Li+].[H-].[H-].[H-].[F:7][C:8]1[CH2:13][CH2:12][CH:11]([C:14](OCC)=[O:15])[CH2:10][CH:9]=1. The catalyst class is: 7. (3) Reactant: [NH2:1][CH2:2][C:3]1[CH:4]=[C:5]([C:9]2[CH:10]=[C:11]([NH:18][C:19]3[CH:24]=[CH:23][CH:22]=[C:21]([N:25]4[CH2:29][CH2:28][CH2:27][CH:26]4[CH3:30])[N:20]=3)[C:12]3[N:13]([CH:15]=[CH:16][N:17]=3)[N:14]=2)[CH:6]=[CH:7][CH:8]=1.O=[C:32]1[CH2:37][CH2:36][N:35]([C:38]([O:40][C:41]([CH3:44])([CH3:43])[CH3:42])=[O:39])[CH2:34][CH2:33]1.[BH-](OC(C)=O)(OC(C)=O)OC(C)=O.[Na+].CC(O)=O. Product: [CH3:30][CH:26]1[CH2:27][CH2:28][CH2:29][N:25]1[C:21]1[N:20]=[C:19]([NH:18][C:11]2[C:12]3[N:13]([CH:15]=[CH:16][N:17]=3)[N:14]=[C:9]([C:5]3[CH:4]=[C:3]([CH:8]=[CH:7][CH:6]=3)[CH2:2][NH:1][CH:32]3[CH2:37][CH2:36][N:35]([C:38]([O:40][C:41]([CH3:44])([CH3:43])[CH3:42])=[O:39])[CH2:34][CH2:33]3)[CH:10]=2)[CH:24]=[CH:23][CH:22]=1. The catalyst class is: 4. (4) The catalyst class is: 338. Reactant: Cl.Cl.[NH:3]1[CH2:8][CH2:7][CH:6](/[CH:9]=[C:10]2/[C:11]([NH:16][CH2:17][C:18]#[CH:19])=[N:12][C:13](=[O:15])[S:14]/2)[CH2:5][CH2:4]1.[CH:20]1([CH:26]=O)[CH2:25][CH2:24][CH2:23][CH2:22][CH2:21]1.C(O[BH-](OC(=O)C)OC(=O)C)(=O)C.[Na+].C(=O)([O-])O.[Na+]. Product: [CH:20]1([CH2:26][N:3]2[CH2:8][CH2:7][CH:6](/[CH:9]=[C:10]3/[C:11]([NH:16][CH2:17][C:18]#[CH:19])=[N:12][C:13](=[O:15])[S:14]/3)[CH2:5][CH2:4]2)[CH2:25][CH2:24][CH2:23][CH2:22][CH2:21]1. (5) Reactant: [F:1][C:2]1[CH:7]=[CH:6][CH:5]=[C:4]([F:8])[C:3]=1[N:9]1[C:14]2[N:15]=[C:16](S(C)=O)[N:17]=[C:18]([C:19]3[CH:20]=[C:21]([CH:28]=[CH:29][C:30]=3[CH3:31])[C:22]([NH:24][CH:25]([CH3:27])[CH3:26])=[O:23])[C:13]=2[CH2:12][NH:11][C:10]1=[O:35].[CH3:36][CH:37]([NH:39][CH2:40][CH2:41][CH2:42][NH2:43])[CH3:38]. Product: [F:1][C:2]1[CH:7]=[CH:6][CH:5]=[C:4]([F:8])[C:3]=1[N:9]1[C:14]2[N:15]=[C:16]([NH:43][CH2:42][CH2:41][CH2:40][NH:39][CH:37]([CH3:38])[CH3:36])[N:17]=[C:18]([C:19]3[CH:20]=[C:21]([CH:28]=[CH:29][C:30]=3[CH3:31])[C:22]([NH:24][CH:25]([CH3:27])[CH3:26])=[O:23])[C:13]=2[CH2:12][NH:11][C:10]1=[O:35]. The catalyst class is: 1. (6) Reactant: [C:1](Cl)(=[O:5])[C:2](Cl)=[O:3].[CH:7]1[C:17]2=[C:18]3[C:13](=[CH:14][CH:15]=[CH:16]2)[CH2:12][CH2:11][CH2:10][N:9]3[CH:8]=1.[CH3:19][O-:20].[Na+]. Product: [CH3:19][O:20][C:1](=[O:5])[C:2]([C:7]1[C:17]2=[C:18]3[C:13](=[CH:14][CH:15]=[CH:16]2)[CH2:12][CH2:11][CH2:10][N:9]3[CH:8]=1)=[O:3]. The catalyst class is: 757. (7) Reactant: [Cl:1][C:2]1[CH:7]=[CH:6][C:5]([CH:8]2[C:15]3[C:14]([CH3:16])=[N:13][N:12]([CH:17]4[CH2:20][N:19](C(OC(C)(C)C)=O)[CH2:18]4)[C:11]=3[C:10](=[O:28])[N:9]2[C:29]2[CH:34]=[C:33]([CH3:35])[C:32](=[O:36])[N:31]([CH3:37])[CH:30]=2)=[CH:4][CH:3]=1.C(O)(C(F)(F)F)=O. Product: [NH:19]1[CH2:18][CH:17]([N:12]2[C:11]3[C:10](=[O:28])[N:9]([C:29]4[CH:34]=[C:33]([CH3:35])[C:32](=[O:36])[N:31]([CH3:37])[CH:30]=4)[CH:8]([C:5]4[CH:6]=[CH:7][C:2]([Cl:1])=[CH:3][CH:4]=4)[C:15]=3[C:14]([CH3:16])=[N:13]2)[CH2:20]1. The catalyst class is: 2. (8) Reactant: [C:1]([OH:8])(=[O:7])/[CH:2]=[CH:3]/[C:4]([OH:6])=[O:5].O.[CH3:10][N:11]([CH2:18][CH2:19][O:20][C:21]1[CH:34]=[CH:33][C:24]([CH2:25][CH:26]2[S:30][C:29](=[O:31])[NH:28][C:27]2=[O:32])=[CH:23][CH:22]=1)[C:12]1[CH:17]=[CH:16][CH:15]=[CH:14][N:13]=1. Product: [C:1]([OH:8])(=[O:7])/[CH:2]=[CH:3]/[C:4]([OH:6])=[O:5].[CH3:10][N:11]([CH2:18][CH2:19][O:20][C:21]1[CH:34]=[CH:33][C:24]([CH2:25][CH:26]2[S:30][C:29](=[O:31])[NH:28][C:27]2=[O:32])=[CH:23][CH:22]=1)[C:12]1[CH:17]=[CH:16][CH:15]=[CH:14][N:13]=1. The catalyst class is: 10.